Predict which catalyst facilitates the given reaction. From a dataset of Catalyst prediction with 721,799 reactions and 888 catalyst types from USPTO. (1) Reactant: [NH:1]1[C:9]2[C:4](=[CH:5][C:6]([NH:10][C:11]([C:13]3[C:14]([C:19]4[CH:24]=[CH:23][CH:22]=[C:21]([C:25]([F:28])([F:27])[F:26])[CH:20]=4)=[CH:15][CH:16]=[CH:17][CH:18]=3)=[O:12])=[CH:7][CH:8]=2)[CH2:3][CH2:2]1.C([NH:31][C:32]1[S:33][CH:34]=[C:35]([CH2:37][C:38](O)=[O:39])[N:36]=1)=O.O.ON1C2C=CC=CC=2N=N1.Cl.CN(C)CCCN=C=NCC. Product: [NH2:31][C:32]1[S:33][CH:34]=[C:35]([CH2:37][C:38]([N:1]2[C:9]3[C:4](=[CH:5][C:6]([NH:10][C:11]([C:13]4[C:14]([C:19]5[CH:24]=[CH:23][CH:22]=[C:21]([C:25]([F:26])([F:27])[F:28])[CH:20]=5)=[CH:15][CH:16]=[CH:17][CH:18]=4)=[O:12])=[CH:7][CH:8]=3)[CH2:3][CH2:2]2)=[O:39])[N:36]=1. The catalyst class is: 255. (2) The catalyst class is: 20. Product: [NH2:22][C:21]([C:20]1[CH:23]=[CH:24][C:17]([F:16])=[CH:18][CH:19]=1)=[CH:2][C:1]#[N:4]. Reactant: [CH:1]([NH:4]C(C)C)(C)[CH3:2].C([Li])CCC.C(#N)C.[F:16][C:17]1[CH:24]=[CH:23][C:20]([C:21]#[N:22])=[CH:19][CH:18]=1.